The task is: Regression/Classification. Given a drug SMILES string, predict its toxicity properties. Task type varies by dataset: regression for continuous values (e.g., LD50, hERG inhibition percentage) or binary classification for toxic/non-toxic outcomes (e.g., AMES mutagenicity, cardiotoxicity, hepatotoxicity). Dataset: herg_karim.. This data is from hERG potassium channel inhibition data for cardiac toxicity prediction from Karim et al.. The molecule is Cc1ncoc1-c1nnc(SCCCN[C@@H]2CC3C[C@]3(c3ccc(C(F)(F)F)cc3F)C2)n1C. The result is 1 (blocker).